This data is from Forward reaction prediction with 1.9M reactions from USPTO patents (1976-2016). The task is: Predict the product of the given reaction. (1) Given the reactants [ClH:1].[CH3:2][O:3][C:4]1[C:9]2[CH2:10][O:11][C@@H:12]3[C@H:16]([C:8]=2[CH:7]=[CH:6][CH:5]=1)[CH2:15][N:14](C(OC(C)(C)C)=O)[CH2:13]3, predict the reaction product. The product is: [ClH:1].[CH3:2][O:3][C:4]1[C:9]2[CH2:10][O:11][C@@H:12]3[C@H:16]([C:8]=2[CH:7]=[CH:6][CH:5]=1)[CH2:15][NH:14][CH2:13]3. (2) Given the reactants C[O:2][C@@H:3]([CH3:38])[CH2:4][O:5][C:6]1[N:11]=[CH:10][C:9]([C:12]2[C:13]([CH3:31])=[N:14][CH:15]=[C:16]([NH:18][C:19](=[O:30])[C:20]3[CH:25]=[CH:24][CH:23]=[C:22]([C:26]([F:29])([F:28])[F:27])[CH:21]=3)[CH:17]=2)=[CH:8][C:7]=1[N:32]1[CH2:37][CH2:36][O:35][CH2:34][CH2:33]1.B(Br)(Br)Br, predict the reaction product. The product is: [OH:2][C@@H:3]([CH3:38])[CH2:4][O:5][C:6]1[N:11]=[CH:10][C:9]([C:12]2[C:13]([CH3:31])=[N:14][CH:15]=[C:16]([NH:18][C:19](=[O:30])[C:20]3[CH:25]=[CH:24][CH:23]=[C:22]([C:26]([F:27])([F:28])[F:29])[CH:21]=3)[CH:17]=2)=[CH:8][C:7]=1[N:32]1[CH2:33][CH2:34][O:35][CH2:36][CH2:37]1. (3) Given the reactants CCN(C(C)C)C(C)C.[C:10]([O:14][C:15]([NH:17][CH2:18][C:19]([OH:21])=O)=[O:16])([CH3:13])([CH3:12])[CH3:11].C1CN([P+](ON2N=NC3C=CC=CC2=3)(N2CCCC2)N2CCCC2)CC1.F[P-](F)(F)(F)(F)F.[F:55][C:56]([F:60])([F:59])[CH2:57][NH2:58], predict the reaction product. The product is: [C:10]([O:14][C:15](=[O:16])[NH:17][CH2:18][C:19](=[O:21])[NH:58][CH2:57][C:56]([F:60])([F:59])[F:55])([CH3:11])([CH3:12])[CH3:13].